This data is from NCI-60 drug combinations with 297,098 pairs across 59 cell lines. The task is: Regression. Given two drug SMILES strings and cell line genomic features, predict the synergy score measuring deviation from expected non-interaction effect. (1) Drug 1: C1=NC2=C(N1)C(=S)N=CN2. Drug 2: CC1CCC2CC(C(=CC=CC=CC(CC(C(=O)C(C(C(=CC(C(=O)CC(OC(=O)C3CCCCN3C(=O)C(=O)C1(O2)O)C(C)CC4CCC(C(C4)OC)O)C)C)O)OC)C)C)C)OC. Cell line: SK-MEL-5. Synergy scores: CSS=4.29, Synergy_ZIP=1.86, Synergy_Bliss=2.46, Synergy_Loewe=-4.01, Synergy_HSA=0.154. (2) Drug 1: C1=NC(=NC(=O)N1C2C(C(C(O2)CO)O)O)N. Drug 2: CC(C)(C#N)C1=CC(=CC(=C1)CN2C=NC=N2)C(C)(C)C#N. Cell line: NCI/ADR-RES. Synergy scores: CSS=5.85, Synergy_ZIP=-0.254, Synergy_Bliss=-0.766, Synergy_Loewe=-0.917, Synergy_HSA=-0.744. (3) Drug 1: C1=CN(C(=O)N=C1N)C2C(C(C(O2)CO)O)O.Cl. Drug 2: C1CN1C2=NC(=NC(=N2)N3CC3)N4CC4. Cell line: HT29. Synergy scores: CSS=41.2, Synergy_ZIP=2.90, Synergy_Bliss=4.77, Synergy_Loewe=0.863, Synergy_HSA=6.47.